This data is from Reaction yield outcomes from USPTO patents with 853,638 reactions. The task is: Predict the reaction yield, written as a fraction of the theoretical maximum amount of product (1.0 means a 100% yield; for example, 0.34 means a 34% yield). (1) The reactants are [C:1]([NH:4][NH2:5])([NH2:3])=[NH:2].Cl.[CH3:7][O:8][C:9]1[CH:14]=[CH:13][CH:12]=[CH:11][C:10]=1[S:15]([O:18][C:19]1[CH:20]=[C:21]([CH:27]=[C:28]([CH3:30])[CH:29]=1)[O:22][CH2:23][CH2:24][CH:25]=[O:26])(=[O:17])=[O:16].[CH2:31]([OH:33])[CH3:32]. No catalyst specified. The product is [C:25]([OH:26])(=[O:33])[CH3:24].[C:31]([OH:8])(=[O:33])[CH3:32].[CH3:7][O:8][C:9]1[CH:14]=[CH:13][CH:12]=[CH:11][C:10]=1[S:15]([O:18][C:19]1[CH:20]=[C:21]([CH:27]=[C:28]([CH3:30])[CH:29]=1)[O:22][CH2:23][CH2:24][CH2:25][NH:5][NH:4][C:1]([NH2:3])=[NH:2])(=[O:16])=[O:17]. The yield is 0.930. (2) The reactants are [C:1]1([CH3:11])[CH:6]=[CH:5][C:4]([S:7](Cl)(=[O:9])=[O:8])=[CH:3][CH:2]=1.C(N(C(C)C)CC)(C)C.[F:21][C:22]1[CH:27]=[CH:26][CH:25]=[CH:24][C:23]=1[CH2:28][CH2:29][OH:30].[Cl-].[NH4+]. The catalyst is CN(C)C1C=CN=CC=1.C(Cl)Cl. The product is [F:21][C:22]1[CH:27]=[CH:26][CH:25]=[CH:24][C:23]=1[CH2:28][CH2:29][O:30][S:7]([C:4]1[CH:5]=[CH:6][C:1]([CH3:11])=[CH:2][CH:3]=1)(=[O:9])=[O:8]. The yield is 0.700. (3) The reactants are O[Li].O.SCC(O)=O.[CH2:9]([O:16][N:17]([C@H:30]1[CH2:35][N:34]([C:36]([O:38][C:39]([CH3:42])([CH3:41])[CH3:40])=[O:37])[C@H:33]([C:43]([O:45][CH2:46][CH3:47])=[O:44])[CH2:32][CH2:31]1)S(C1C=CC=CC=1[N+]([O-])=O)(=O)=O)[C:10]1[CH:15]=[CH:14][CH:13]=[CH:12][CH:11]=1. The catalyst is CN(C=O)C.O. The product is [CH2:9]([O:16][NH:17][C@H:30]1[CH2:35][N:34]([C:36]([O:38][C:39]([CH3:41])([CH3:42])[CH3:40])=[O:37])[C@H:33]([C:43]([O:45][CH2:46][CH3:47])=[O:44])[CH2:32][CH2:31]1)[C:10]1[CH:15]=[CH:14][CH:13]=[CH:12][CH:11]=1. The yield is 0.850. (4) The product is [CH3:1][O:2][C:3]([C:4]1[CH:9]=[CH:8][C:7]2[CH:10]=[C:20]([C:19]([O:18][CH2:16][CH3:17])=[O:22])[S:21][C:6]=2[CH:5]=1)=[O:15]. The yield is 0.800. The catalyst is CN(C=O)C. The reactants are [CH3:1][O:2][C:3](=[O:15])[C:4]1[CH:9]=[CH:8][C:7]([CH:10]=O)=[C:6]([N+]([O-])=O)[CH:5]=1.[CH2:16]([O:18][C:19](=[O:22])[CH2:20][SH:21])[CH3:17].C([O-])([O-])=O.[K+].[K+]. (5) The reactants are [CH3:1][O:2][C:3]1[C:4](=[O:35])[C:5]([CH3:34])=[C:6]([CH2:12][C:13]2[C:14]([O:30]C(=O)C)=[C:15]([CH:27]=[CH:28][CH:29]=2)[C:16]([NH:18][C:19]2[CH:24]=[CH:23][C:22]([O:25][CH3:26])=[CH:21][CH:20]=2)=[O:17])[C:7](=[O:11])[C:8]=1[O:9][CH3:10].C(=O)([O-])O.[Na+]. The catalyst is CO.O. The product is [CH3:1][O:2][C:3]1[C:4](=[O:35])[C:5]([CH3:34])=[C:6]([CH2:12][C:13]2[C:14]([OH:30])=[C:15]([CH:27]=[CH:28][CH:29]=2)[C:16]([NH:18][C:19]2[CH:20]=[CH:21][C:22]([O:25][CH3:26])=[CH:23][CH:24]=2)=[O:17])[C:7](=[O:11])[C:8]=1[O:9][CH3:10]. The yield is 0.690. (6) The reactants are C([O:3][C:4](=[O:26])[CH2:5][O:6][C:7]1[CH:12]=[CH:11][C:10]([C:13]2([C:19]3[CH:24]=[CH:23][C:22](Br)=[CH:21][CH:20]=3)[CH2:18][CH2:17][NH:16][CH2:15][CH2:14]2)=[CH:9][CH:8]=1)C.CC1(C)C(C)(C)OB([C:35]2[CH:36]=[N:37][NH:38][CH:39]=2)O1. The catalyst is [Pd].C1(P(C2C=CC=CC=2)C2C=CC=CC=2)C=CC=CC=1.C1(P(C2C=CC=CC=2)C2C=CC=CC=2)C=CC=CC=1.C1(P(C2C=CC=CC=2)C2C=CC=CC=2)C=CC=CC=1.C1(P(C2C=CC=CC=2)C2C=CC=CC=2)C=CC=CC=1. The product is [NH:37]1[CH:36]=[C:35]([C:22]2[CH:21]=[CH:20][C:19]([C:13]3([C:10]4[CH:9]=[CH:8][C:7]([O:6][CH2:5][C:4]([OH:3])=[O:26])=[CH:12][CH:11]=4)[CH2:18][CH2:17][NH:16][CH2:15][CH2:14]3)=[CH:24][CH:23]=2)[CH:39]=[N:38]1. The yield is 0.0500.